Predict the product of the given reaction. From a dataset of Forward reaction prediction with 1.9M reactions from USPTO patents (1976-2016). (1) Given the reactants [Cl:1][C:2]1[CH:3]=[C:4]([CH:9]=[C:10]([Cl:12])[CH:11]=1)[C:5]([NH:7][NH2:8])=[O:6].C([O-])([O-])=O.[K+].[K+].[Cl:19][CH2:20][C:21](Cl)=[O:22], predict the reaction product. The product is: [Cl:1][C:2]1[CH:3]=[C:4]([CH:9]=[C:10]([Cl:12])[CH:11]=1)[C:5]([NH:7][NH:8][C:21](=[O:22])[CH2:20][Cl:19])=[O:6]. (2) The product is: [Cl:1][C:2]1[N:3]=[C:4]([N:23]2[CH2:24][CH2:25][C:20]([F:26])([F:19])[CH2:21][CH2:22]2)[C:5]2[CH2:10][CH2:9][CH:8]([C:11]3[CH:16]=[CH:15][C:14]([F:17])=[CH:13][CH:12]=3)[C:6]=2[N:7]=1. Given the reactants [Cl:1][C:2]1[N:3]=[C:4](Cl)[C:5]2[CH2:10][CH2:9][CH:8]([C:11]3[CH:16]=[CH:15][C:14]([F:17])=[CH:13][CH:12]=3)[C:6]=2[N:7]=1.[F:19][C:20]1([F:26])[CH2:25][CH2:24][NH:23][CH2:22][CH2:21]1, predict the reaction product. (3) Given the reactants Cl[C:2]1[N:11]=[C:10]([NH:12][NH:13][C:14](=[O:21])[CH2:15][CH:16]([O:19][CH3:20])[O:17][CH3:18])[C:9]2[C:4](=[C:5]([Cl:22])[CH:6]=[CH:7][CH:8]=2)[N:3]=1.CCN(C(C)C)C(C)C.[CH3:32][O:33][C:34]1[CH:39]=[C:38]([O:40][CH3:41])[CH:37]=[CH:36][C:35]=1[CH2:42][NH2:43], predict the reaction product. The product is: [Cl:22][C:5]1[CH:6]=[CH:7][CH:8]=[C:9]2[C:4]=1[N:3]=[C:2]([NH:43][CH2:42][C:35]1[CH:36]=[CH:37][C:38]([O:40][CH3:41])=[CH:39][C:34]=1[O:33][CH3:32])[N:11]=[C:10]2[NH:12][NH:13][C:14](=[O:21])[CH2:15][CH:16]([O:19][CH3:20])[O:17][CH3:18]. (4) Given the reactants [C:1]([O:5][C:6]([N:8]1[CH2:12][CH2:11][C@@H:10]([OH:13])[C@H:9]1[C:14]([OH:16])=[O:15])=[O:7])([CH3:4])([CH3:3])[CH3:2].C([O-])([O-])=O.[Cs+].[Cs+].[CH2:23](Br)[C:24]1[CH:29]=[CH:28][CH:27]=[CH:26][CH:25]=1, predict the reaction product. The product is: [C:1]([O:5][C:6]([N:8]1[CH2:12][CH2:11][C@@H:10]([OH:13])[C@H:9]1[C:14]([O:16][CH2:23][C:24]1[CH:29]=[CH:28][CH:27]=[CH:26][CH:25]=1)=[O:15])=[O:7])([CH3:4])([CH3:2])[CH3:3]. (5) The product is: [CH3:12][N:2]1[CH:3]=[CH:4][C:5]2[C:10](=[CH:9][CH:8]=[N:7][CH:6]=2)[C:1]1=[O:11]. Given the reactants [C:1]1([OH:11])[C:10]2[C:5](=[CH:6][N:7]=[CH:8][CH:9]=2)[CH:4]=[CH:3][N:2]=1.[CH3:12]I, predict the reaction product. (6) Given the reactants [CH3:1][C:2]1[N:6](COCC[Si](C)(C)C)[N:5]=[C:4]([C:15]2[S:16][CH:17]=[CH:18][C:19]=2[NH:20][C:21](=O)OC(C)(C)C)[CH:3]=1.FC(F)(F)C(O)=O.COC(OC)N(C)C, predict the reaction product. The product is: [CH3:1][C:2]1[CH:3]=[C:4]2[N:5]([CH:21]=[N:20][C:19]3[CH:18]=[CH:17][S:16][C:15]=32)[N:6]=1. (7) The product is: [NH2:1][C:2]1[N:10]=[CH:9][N:8]=[C:7]2[C:3]=1[N:4]=[C:5]([S:18][C:19]1[CH:24]=[C:23]([O:25][CH3:26])[CH:22]=[CH:21][C:20]=1[I:27])[N:6]2[CH2:11][CH2:12][CH2:13][OH:14]. Given the reactants [NH2:1][C:2]1[N:10]=[CH:9][N:8]=[C:7]2[C:3]=1[N:4]=[C:5]([S:18][C:19]1[CH:24]=[C:23]([O:25][CH3:26])[CH:22]=[CH:21][C:20]=1[I:27])[N:6]2[CH2:11][CH2:12][CH2:13][O:14]C(=O)C.C([O-])([O-])=O.[K+].[K+], predict the reaction product. (8) Given the reactants [C:1]([C:3]1[CH:4]=[C:5](B(O)O)[CH:6]=[CH:7][CH:8]=1)#[N:2].I[C:13]1[C:21]2[C:16](=[N:17][CH:18]=[N:19][C:20]=2[NH2:22])[N:15]([CH:23]([CH3:25])[CH3:24])[N:14]=1.C([O-])([O-])=O.[Na+].[Na+], predict the reaction product. The product is: [NH2:22][C:20]1[N:19]=[CH:18][N:17]=[C:16]2[N:15]([CH:23]([CH3:25])[CH3:24])[N:14]=[C:13]([C:7]3[CH:8]=[C:3]([CH:4]=[CH:5][CH:6]=3)[C:1]#[N:2])[C:21]=12.